Dataset: NCI-60 drug combinations with 297,098 pairs across 59 cell lines. Task: Regression. Given two drug SMILES strings and cell line genomic features, predict the synergy score measuring deviation from expected non-interaction effect. (1) Drug 1: CS(=O)(=O)C1=CC(=C(C=C1)C(=O)NC2=CC(=C(C=C2)Cl)C3=CC=CC=N3)Cl. Drug 2: C1=NC(=NC(=O)N1C2C(C(C(O2)CO)O)O)N. Cell line: MDA-MB-231. Synergy scores: CSS=4.84, Synergy_ZIP=-2.70, Synergy_Bliss=-0.0325, Synergy_Loewe=-5.15, Synergy_HSA=-1.47. (2) Drug 1: C1CC(C1)(C(=O)O)C(=O)O.[NH2-].[NH2-].[Pt+2]. Drug 2: C1=NNC2=C1C(=O)NC=N2. Cell line: HCT-15. Synergy scores: CSS=-5.40, Synergy_ZIP=0.406, Synergy_Bliss=-0.381, Synergy_Loewe=-5.75, Synergy_HSA=-5.36. (3) Drug 1: C1=CN(C=N1)CC(O)(P(=O)(O)O)P(=O)(O)O. Drug 2: COC1=C2C(=CC3=C1OC=C3)C=CC(=O)O2. Cell line: NCI-H322M. Synergy scores: CSS=4.73, Synergy_ZIP=-1.19, Synergy_Bliss=1.20, Synergy_Loewe=1.05, Synergy_HSA=2.08. (4) Drug 1: CC1=C(C=C(C=C1)NC2=NC=CC(=N2)N(C)C3=CC4=NN(C(=C4C=C3)C)C)S(=O)(=O)N.Cl. Drug 2: C1=CC(=CC=C1C#N)C(C2=CC=C(C=C2)C#N)N3C=NC=N3. Cell line: NCI/ADR-RES. Synergy scores: CSS=3.06, Synergy_ZIP=0.731, Synergy_Bliss=3.32, Synergy_Loewe=2.06, Synergy_HSA=1.71. (5) Drug 1: CN(C)N=NC1=C(NC=N1)C(=O)N. Drug 2: CS(=O)(=O)CCNCC1=CC=C(O1)C2=CC3=C(C=C2)N=CN=C3NC4=CC(=C(C=C4)OCC5=CC(=CC=C5)F)Cl. Cell line: COLO 205. Synergy scores: CSS=0.291, Synergy_ZIP=0.179, Synergy_Bliss=1.95, Synergy_Loewe=-2.81, Synergy_HSA=-2.39. (6) Drug 1: CC1=C(C(CCC1)(C)C)C=CC(=CC=CC(=CC(=O)O)C)C. Drug 2: C1=CC=C(C=C1)NC(=O)CCCCCCC(=O)NO. Cell line: OVCAR-5. Synergy scores: CSS=13.3, Synergy_ZIP=0.190, Synergy_Bliss=-1.59, Synergy_Loewe=-22.4, Synergy_HSA=-4.92. (7) Drug 1: C1=CC(=C2C(=C1NCCNCCO)C(=O)C3=C(C=CC(=C3C2=O)O)O)NCCNCCO. Drug 2: CC1C(C(=O)NC(C(=O)N2CCCC2C(=O)N(CC(=O)N(C(C(=O)O1)C(C)C)C)C)C(C)C)NC(=O)C3=C4C(=C(C=C3)C)OC5=C(C(=O)C(=C(C5=N4)C(=O)NC6C(OC(=O)C(N(C(=O)CN(C(=O)C7CCCN7C(=O)C(NC6=O)C(C)C)C)C)C(C)C)C)N)C. Cell line: KM12. Synergy scores: CSS=24.4, Synergy_ZIP=1.30, Synergy_Bliss=1.70, Synergy_Loewe=1.82, Synergy_HSA=2.02. (8) Drug 1: CC12CCC(CC1=CCC3C2CCC4(C3CC=C4C5=CN=CC=C5)C)O. Drug 2: CCCCCOC(=O)NC1=NC(=O)N(C=C1F)C2C(C(C(O2)C)O)O. Cell line: SK-MEL-5. Synergy scores: CSS=-6.12, Synergy_ZIP=2.62, Synergy_Bliss=2.45, Synergy_Loewe=-6.80, Synergy_HSA=-3.75.